Task: Predict the reactants needed to synthesize the given product.. Dataset: Full USPTO retrosynthesis dataset with 1.9M reactions from patents (1976-2016) Given the product [C:3]([C@@H:2]([NH:1][C:35]([C:33]1[S:32][C:27]2=[N:28][C:29]3[CH2:30][CH2:31][CH:22]([C:18]([CH3:20])([CH3:19])[CH3:21])[CH2:23][C:24]=3[CH:25]=[C:26]2[CH:34]=1)=[O:36])[CH:6]([CH3:8])[CH3:7])(=[O:4])[NH2:5], predict the reactants needed to synthesize it. The reactants are: [NH2:1][C@@H:2]([CH:6]([CH3:8])[CH3:7])[C:3]([NH2:5])=[O:4].C(N(C(C)C)CC)(C)C.[C:18]([CH:22]1[CH2:31][CH2:30][C:29]2[N:28]=[C:27]3[S:32][C:33]([C:35](Cl)=[O:36])=[CH:34][C:26]3=[CH:25][C:24]=2[CH2:23]1)([CH3:21])([CH3:20])[CH3:19].Cl.